Dataset: Peptide-MHC class I binding affinity with 185,985 pairs from IEDB/IMGT. Task: Regression. Given a peptide amino acid sequence and an MHC pseudo amino acid sequence, predict their binding affinity value. This is MHC class I binding data. The peptide sequence is VILNYIPVL. The MHC is HLA-B18:01 with pseudo-sequence HLA-B18:01. The binding affinity (normalized) is 0.0847.